Dataset: Forward reaction prediction with 1.9M reactions from USPTO patents (1976-2016). Task: Predict the product of the given reaction. (1) Given the reactants [C:1]([C:3]1[CH:4]=[C:5]2[C:10](=[CH:11][CH:12]=1)[C:9](=[O:13])[CH2:8][CH2:7][C:6]2([CH3:15])[CH3:14])#[CH:2].[CH3:16][O:17][C:18](=[O:27])[CH2:19][C:20]1[CH:25]=[CH:24][C:23](I)=[CH:22][CH:21]=1, predict the reaction product. The product is: [CH3:14][C:6]1([CH3:15])[C:5]2[CH:4]=[C:3]([C:1]#[C:2][C:23]3[CH:24]=[CH:25][C:20]([CH2:19][C:18]([O:17][CH3:16])=[O:27])=[CH:21][CH:22]=3)[CH:12]=[CH:11][C:10]=2[C:9](=[O:13])[CH2:8][CH2:7]1. (2) Given the reactants [C:1]([O:5][C:6]([N:8]1[CH2:12][C@H:11]([O:13][CH2:14][CH2:15][CH3:16])[CH2:10][C@@H:9]1[C@@H:17]([O:41][Si:42]([C:45]([CH3:48])([CH3:47])[CH3:46])([CH3:44])[CH3:43])[C@@H:18]([NH:28][C:29]([C:31]1[CH:32]=[C:33]([CH:37]=[C:38]([CH3:40])[CH:39]=1)[C:34]([OH:36])=O)=[O:30])[CH2:19][C:20]1[CH:25]=[C:24]([F:26])[CH:23]=[C:22]([F:27])[CH:21]=1)=[O:7])([CH3:4])([CH3:3])[CH3:2].CCN(C(C)C)C(C)C.CN(C(ON1N=NC2C=CC=NC1=2)=[N+](C)C)C.F[P-](F)(F)(F)(F)F.[CH3:82][O:83][CH2:84][C@H:85]1[CH2:89][CH2:88][CH2:87][NH:86]1, predict the reaction product. The product is: [Si:42]([O:41][C@H:17]([C@H:9]1[CH2:10][C@@H:11]([O:13][CH2:14][CH2:15][CH3:16])[CH2:12][N:8]1[C:6]([O:5][C:1]([CH3:4])([CH3:3])[CH3:2])=[O:7])[C@@H:18]([NH:28][C:29](=[O:30])[C:31]1[CH:39]=[C:38]([CH3:40])[CH:37]=[C:33]([C:34]([N:86]2[CH2:87][CH2:88][CH2:89][C@@H:85]2[CH2:84][O:83][CH3:82])=[O:36])[CH:32]=1)[CH2:19][C:20]1[CH:21]=[C:22]([F:27])[CH:23]=[C:24]([F:26])[CH:25]=1)([C:45]([CH3:47])([CH3:48])[CH3:46])([CH3:44])[CH3:43]. (3) Given the reactants [Cl:1][C:2]1[N:7]=[C:6](Cl)[CH:5]=[C:4]([C:9]2[CH:10]=[N:11][N:12]([CH3:14])[CH:13]=2)[N:3]=1.CCN(C(C)C)C(C)C.[OH:24][CH:25]1[CH2:30][CH2:29][NH:28][CH2:27][CH2:26]1, predict the reaction product. The product is: [ClH:1].[Cl:1][C:2]1[N:7]=[C:6]([N:28]2[CH2:29][CH2:30][CH:25]([OH:24])[CH2:26][CH2:27]2)[CH:5]=[C:4]([C:9]2[CH:10]=[N:11][N:12]([CH3:14])[CH:13]=2)[N:3]=1. (4) Given the reactants [Cl:1][C:2]1[CH:3]=[C:4]([NH:17][C:18]2[C:27]3[C:22](=[CH:23][C:24]([O:31][CH3:32])=[C:25]([N+:28]([O-])=O)[CH:26]=3)[N:21]=[CH:20][N:19]=2)[CH:5]=[CH:6][C:7]=1[O:8][CH2:9][C:10]1[CH:15]=[CH:14][CH:13]=[C:12]([F:16])[CH:11]=1, predict the reaction product. The product is: [Cl:1][C:2]1[CH:3]=[C:4]([NH:17][C:18]2[C:27]3[C:22](=[CH:23][C:24]([O:31][CH3:32])=[C:25]([NH2:28])[CH:26]=3)[N:21]=[CH:20][N:19]=2)[CH:5]=[CH:6][C:7]=1[O:8][CH2:9][C:10]1[CH:15]=[CH:14][CH:13]=[C:12]([F:16])[CH:11]=1.